This data is from Full USPTO retrosynthesis dataset with 1.9M reactions from patents (1976-2016). The task is: Predict the reactants needed to synthesize the given product. Given the product [C:1]([O:4][C@@H:5]1[C@@H:18]([O:19][C:20](=[O:22])[CH3:21])[C@H:17]([O:23][C:24](=[O:26])[CH3:25])[CH2:16][S:15][C@H:6]1[O:7][C:8]1[CH:9]=[N:10][CH:11]=[C:12]([C:29]2[CH:30]=[CH:31][C:32]([F:34])=[CH:33][C:28]=2[Cl:27])[CH:13]=1)(=[O:3])[CH3:2], predict the reactants needed to synthesize it. The reactants are: [C:1]([O:4][C@@H:5]1[C@@H:18]([O:19][C:20](=[O:22])[CH3:21])[C@H:17]([O:23][C:24](=[O:26])[CH3:25])[CH2:16][S:15][C@H:6]1[O:7][C:8]1[CH:9]=[N:10][CH:11]=[C:12](Br)[CH:13]=1)(=[O:3])[CH3:2].[Cl:27][C:28]1[CH:33]=[C:32]([F:34])[CH:31]=[CH:30][C:29]=1B(O)O.